This data is from Forward reaction prediction with 1.9M reactions from USPTO patents (1976-2016). The task is: Predict the product of the given reaction. (1) The product is: [C:1]([C:3]1[C:12]([CH2:13][C:14]2[CH:15]=[CH:16][C:17]([N:20]3[CH:24]=[CH:23][CH:22]=[N:21]3)=[CH:18][CH:19]=2)=[CH:11][C:6]([C:7]([OH:9])=[O:8])=[C:5]([CH:25]=[CH2:26])[C:4]=1[CH3:27])#[N:2]. Given the reactants [C:1]([C:3]1[C:12]([CH2:13][C:14]2[CH:19]=[CH:18][C:17]([N:20]3[CH:24]=[CH:23][CH:22]=[N:21]3)=[CH:16][CH:15]=2)=[CH:11][C:6]([C:7]([O:9]C)=[O:8])=[C:5]([CH:25]=[CH2:26])[C:4]=1[CH3:27])#[N:2].O.[OH-].[Li+].CO, predict the reaction product. (2) Given the reactants [CH3:1]/[C:2](/[O:8][Si](C)(C)C)=N\[Si](C)(C)C.N1C=[CH:19][C:17](=[O:18])NC1=O.[Si](OS(C(F)(F)F)(=O)=O)(C)(C)C.CC[O:35][C:36]([CH3:38])=[O:37], predict the reaction product. The product is: [CH3:1][C:2]([CH2:19][C:17]([CH2:38][C:36]([OH:35])=[O:37])=[O:18])=[O:8]. (3) Given the reactants [CH3:1][O:2][C:3]([C:5]1[N:6]([CH3:33])[CH:7]=[C:8]([NH:10][C:11]2[N:12]=[C:13]([CH3:32])[C:14]3[CH:20]=[C:19](Br)[C:18](=[O:22])[N:17]([CH2:23][C:24]4[CH:29]=[CH:28][C:27]([O:30][CH3:31])=[CH:26][CH:25]=4)[C:15]=3[N:16]=2)[CH:9]=1)=[O:4].[CH3:34][Sn](C)(C)C, predict the reaction product. The product is: [CH3:1][O:2][C:3]([C:5]1[N:6]([CH3:33])[CH:7]=[C:8]([NH:10][C:11]2[N:12]=[C:13]([CH3:32])[C:14]3[CH:20]=[C:19]([CH3:34])[C:18](=[O:22])[N:17]([CH2:23][C:24]4[CH:29]=[CH:28][C:27]([O:30][CH3:31])=[CH:26][CH:25]=4)[C:15]=3[N:16]=2)[CH:9]=1)=[O:4]. (4) Given the reactants [OH:1][CH2:2][CH2:3][NH:4][C:5]1[CH:12]=[CH:11][C:8]([C:9]#[N:10])=[C:7]([C:13]([F:16])([F:15])[F:14])[CH:6]=1.[CH3:17][O:18][C:19]1[CH:24]=[CH:23][C:22](O)=[CH:21][CH:20]=1, predict the reaction product. The product is: [CH3:17][O:18][C:19]1[CH:24]=[CH:23][C:22]([O:1][CH2:2][CH2:3][NH:4][C:5]2[CH:12]=[CH:11][C:8]([C:9]#[N:10])=[C:7]([C:13]([F:14])([F:15])[F:16])[CH:6]=2)=[CH:21][CH:20]=1. (5) Given the reactants [CH3:1][O:2][C:3](=[O:51])[C@@H:4]([NH:30][C:31](=[O:50])[CH2:32][O:33][CH2:34][CH2:35][O:36][CH2:37][CH2:38][O:39][CH2:40][CH2:41][NH:42]C(OC(C)(C)C)=O)[CH2:5][CH2:6][CH2:7][CH2:8][NH:9][C:10](=[O:29])[CH2:11][O:12][CH2:13][CH2:14][O:15][CH2:16][CH2:17][O:18][CH2:19][CH2:20][NH:21]C(OC(C)(C)C)=O.FC(F)(F)C(O)=O, predict the reaction product. The product is: [CH3:1][O:2][C:3](=[O:51])[C@@H:4]([NH:30][C:31](=[O:50])[CH2:32][O:33][CH2:34][CH2:35][O:36][CH2:37][CH2:38][O:39][CH2:40][CH2:41][NH2:42])[CH2:5][CH2:6][CH2:7][CH2:8][NH:9][C:10](=[O:29])[CH2:11][O:12][CH2:13][CH2:14][O:15][CH2:16][CH2:17][O:18][CH2:19][CH2:20][NH2:21]. (6) The product is: [ClH:24].[CH3:1][O:2][C:3](=[O:23])[CH2:4][C:5]1[CH:10]=[CH:9][CH:8]=[C:7]([O:11][CH2:12][CH2:13][CH2:14][NH2:15])[CH:6]=1. Given the reactants [CH3:1][O:2][C:3](=[O:23])[CH2:4][C:5]1[CH:10]=[CH:9][CH:8]=[C:7]([O:11][CH2:12][CH2:13][CH2:14][NH:15]C(OC(C)(C)C)=O)[CH:6]=1.[ClH:24], predict the reaction product. (7) Given the reactants [F:1][C:2]1[CH:7]=[CH:6][C:5]([C:8]2[C:13]([CH2:14][OH:15])=[CH:12][N:11]=[CH:10][N:9]=2)=[CH:4][CH:3]=1, predict the reaction product. The product is: [F:1][C:2]1[CH:3]=[CH:4][C:5]([C:8]2[C:13]([CH:14]=[O:15])=[CH:12][N:11]=[CH:10][N:9]=2)=[CH:6][CH:7]=1. (8) Given the reactants [NH2:1][C:2]1[CH:36]=[CH:35][C:5]([CH2:6][C@@H:7]([C:16]([NH:18][CH2:19][CH2:20][CH2:21][CH2:22][O:23][C:24]2[CH:33]=[CH:32][CH:31]=[C:30]([OH:34])[C:25]=2[C:26]([O:28][CH3:29])=[O:27])=[O:17])[NH:8][C:9]([O:11][C:12]([CH3:15])([CH3:14])[CH3:13])=[O:10])=[CH:4][CH:3]=1.O=[C:38]([CH2:45][CH3:46])[CH2:39][C:40]([O:42][CH2:43][CH3:44])=[O:41].C([O-])(=O)C.[Na+].[Na], predict the reaction product. The product is: [C:12]([O:11][C:9]([NH:8][C@H:7]([C:16]([NH:18][CH2:19][CH2:20][CH2:21][CH2:22][O:23][C:24]1[CH:33]=[CH:32][CH:31]=[C:30]([OH:34])[C:25]=1[C:26]([O:28][CH3:29])=[O:27])=[O:17])[CH2:6][C:5]1[CH:4]=[CH:3][C:2]([NH:1][CH:38]([CH2:45][CH3:46])[CH2:39][C:40]([O:42][CH2:43][CH3:44])=[O:41])=[CH:36][CH:35]=1)=[O:10])([CH3:13])([CH3:15])[CH3:14]. (9) Given the reactants [CH2:1]([O:3][C:4]([C:6]1([C:9]2[CH:14]=[CH:13][C:12]([C:15]3[CH:20]=[CH:19][C:18]([C:21]4[O:25][N:24]=[C:23]([CH3:26])[C:22]=4[NH2:27])=[CH:17][CH:16]=3)=[CH:11][CH:10]=2)[CH2:8][CH2:7]1)=[O:5])[CH3:2].Br[C:29]1[N:34]=[C:33]([C:35]#[N:36])[CH:32]=[CH:31][CH:30]=1, predict the reaction product. The product is: [CH2:1]([O:3][C:4]([C:6]1([C:9]2[CH:10]=[CH:11][C:12]([C:15]3[CH:20]=[CH:19][C:18]([C:21]4[O:25][N:24]=[C:23]([CH3:26])[C:22]=4[NH:27][C:29]4[CH:30]=[CH:31][CH:32]=[C:33]([C:35]#[N:36])[N:34]=4)=[CH:17][CH:16]=3)=[CH:13][CH:14]=2)[CH2:8][CH2:7]1)=[O:5])[CH3:2]. (10) The product is: [CH3:1][CH2:2][NH:3][C:4]([C@H:6]1[N:10]([C:11]([C@@H:13]([NH:21][C:22]([C@@H:24]([NH:29][C:30]([C@H:32]([NH:37][C:38]([C@@H:40]([NH:49][C:50]([C@@H:52]([NH:55][C:56]([C@@H:58]([NH:69][C:70]([C@@H:72]([NH:79][C:80]([C@H:82]2[NH:87][C:85](=[O:86])[CH2:84][CH2:83]2)=[O:81])[CH2:73][C:74]2[N:78]=[CH:77][NH:76][CH:75]=2)=[O:71])[CH2:59][C:60]2[C:64]3[CH:65]=[CH:66][CH:67]=[CH:68][C:63]=3[NH:62][CH:61]=2)=[O:57])[CH2:53][OH:54])=[O:51])[CH2:41][C:42]2[CH:47]=[CH:46][C:45]([OH:48])=[CH:44][CH:43]=2)=[O:39])[CH2:33][CH:34]([CH3:36])[CH3:35])=[O:31])[CH2:25][CH:26]([CH3:28])[CH3:27])=[O:23])[CH2:14][CH2:15][CH2:16][NH:17][C:18]([NH2:20])=[NH:19])=[O:12])[CH2:9][CH2:8][CH2:7]1)=[O:5]. Given the reactants [CH3:1][CH2:2][NH:3][C:4]([C@H:6]1[N:10]([C:11]([C@@H:13]([NH:21][C:22]([C@@H:24]([NH:29][C:30]([C@H:32]([NH:37][C:38]([C@@H:40]([NH:49][C:50]([C@@H:52]([NH:55][C:56]([C@@H:58]([NH:69][C:70]([C@@H:72]([NH:79][C:80]([C@H:82]2[NH:87][C:85](=[O:86])[CH2:84][CH2:83]2)=[O:81])[CH2:73][C:74]2[N:78]=[CH:77][NH:76][CH:75]=2)=[O:71])[CH2:59][C:60]2[C:64]3[CH:65]=[CH:66][CH:67]=[CH:68][C:63]=3[NH:62][CH:61]=2)=[O:57])[CH2:53][OH:54])=[O:51])[CH2:41][C:42]2[CH:43]=[CH:44][C:45]([OH:48])=[CH:46][CH:47]=2)=[O:39])[CH2:33][CH:34]([CH3:36])[CH3:35])=[O:31])[CH2:25][CH:26]([CH3:28])[CH3:27])=[O:23])[CH2:14][CH2:15][CH2:16][NH:17][C:18]([NH2:20])=[NH:19])=[O:12])[CH2:9][CH2:8][CH2:7]1)=[O:5].CC(O)=O.C1C=C2C=C(C(O)=O)C(O)=C(CC3C4C(=CC=CC=4)C=C(C(O)=O)C=3O)C2=CC=1.[Na+], predict the reaction product.